From a dataset of Catalyst prediction with 721,799 reactions and 888 catalyst types from USPTO. Predict which catalyst facilitates the given reaction. (1) Reactant: [N:1]([CH2:4][C:5]1[S:6][CH:7]=[C:8]([C:10]#[N:11])[N:9]=1)=[N+]=[N-].C1(P(C2C=CC=CC=2)C2C=CC=CC=2)C=CC=CC=1. The catalyst class is: 20. Product: [NH2:1][CH2:4][C:5]1[S:6][CH:7]=[C:8]([C:10]#[N:11])[N:9]=1. (2) Reactant: [NH:1]1[CH2:5][CH2:4][CH2:3][C:2]1=[O:6].[C:7]([O-:10])([O-])=[O:8].[Cs+].[Cs+].C1C=CC(P(C2[C:35]([C:36]3[C:45](P(C4C=CC=CC=4)C4C=CC=CC=4)=[CH:44][CH:43]=[C:42]4[C:37]=3[CH:38]=[CH:39][CH:40]=[CH:41]4)=C3C(C=CC=C3)=CC=2)C2C=CC=CC=2)=CC=1.[O:59]1[CH2:64][CH2:63]OCC1. Product: [O:6]=[C:2]1[CH2:3][CH2:4][CH2:5][N:1]1[C:3]1[CH:4]=[CH:5][C:63]([C:7]([OH:10])=[O:8])=[C:64]([O:59][CH2:35][C:36]2[C:37]3[C:42](=[CH:41][CH:40]=[CH:39][CH:38]=3)[CH:43]=[CH:44][CH:45]=2)[CH:2]=1. The catalyst class is: 318.